This data is from Blood-brain barrier permeability classification from the B3DB database. The task is: Regression/Classification. Given a drug SMILES string, predict its absorption, distribution, metabolism, or excretion properties. Task type varies by dataset: regression for continuous measurements (e.g., permeability, clearance, half-life) or binary classification for categorical outcomes (e.g., BBB penetration, CYP inhibition). Dataset: b3db_classification. (1) The compound is CO/N=C(/C(=O)N[C@H]1C(=O)N2C(C(=O)O)=C(COC(C)=O)CS[C@@H]12)c1csc(N)n1. The result is 1 (penetrates BBB). (2) The compound is CCNC(=O)N1CCN(CCCC(c2ccc(F)cc2)c2ccc(F)cc2)CC1. The result is 1 (penetrates BBB). (3) The result is 0 (does not penetrate BBB). The compound is CO/N=C(\C(=O)N[C@H]1C(=O)N2C(C(=O)O)=C(C)CS[C@@H]12)c1csc(N)n1.